This data is from Reaction yield outcomes from USPTO patents with 853,638 reactions. The task is: Predict the reaction yield, written as a fraction of the theoretical maximum amount of product (1.0 means a 100% yield; for example, 0.34 means a 34% yield). (1) The reactants are [Br:1]N1C(=O)CCC1=O.[Br:9][C:10]1[C:15]([C:16]([O:18][CH2:19][CH3:20])=[O:17])=[C:14]([CH3:21])[N:13]=[CH:12][CH:11]=1. The catalyst is C(Cl)(Cl)(Cl)Cl.C(OOC(=O)C1C=CC=CC=1)(=O)C1C=CC=CC=1. The product is [Br:9][C:10]1[C:15]([C:16]([O:18][CH2:19][CH3:20])=[O:17])=[C:14]([CH2:21][Br:1])[N:13]=[CH:12][CH:11]=1. The yield is 0.560. (2) The reactants are [CH2:1]([O:3][C:4]([C:6]1[C:11]([NH:12][C:13]2[CH:18]=[CH:17][C:16]([CH3:19])=[CH:15][C:14]=2[F:20])=[C:10]([CH3:21])[C:9](=[O:22])[N:8]([CH3:23])[C:7]=1[CH3:24])=[O:5])[CH3:2].[Br:25]N1C(=O)CCC1=O. The catalyst is CN(C=O)C.CCOC(C)=O. The product is [CH2:1]([O:3][C:4]([C:6]1[C:11]([NH:12][C:13]2[CH:18]=[CH:17][C:16]([CH3:19])=[CH:15][C:14]=2[F:20])=[C:10]([CH3:21])[C:9](=[O:22])[N:8]([CH3:23])[C:7]=1[CH2:24][Br:25])=[O:5])[CH3:2]. The yield is 0.660.